From a dataset of Forward reaction prediction with 1.9M reactions from USPTO patents (1976-2016). Predict the product of the given reaction. (1) Given the reactants C[O-].[Na+].[CH3:4][C@@H:5]1[O:10][C@@H:9]([O:11][C:12]2[C:21](=[O:22])[C:20]3[C:19]([OH:23])=[CH:18][C:17]([O:24][C@@H:25]4[O:30][C@H:29]([CH2:31][OH:32])[C@@H:28]([OH:33])[C@H:27]([OH:34])[C@H:26]4[OH:35])=[C:16]([CH2:36][CH:37]=[C:38]([CH3:40])[CH3:39])[C:15]=3[O:14][C:13]=2[C:41]2[CH:42]=[CH:43][C:44]([O:47][CH3:48])=[CH:45][CH:46]=2)[C@H:8]([OH:49])[C@H:7]([OH:50])[C@H:6]1[OH:51], predict the reaction product. The product is: [CH3:39][C:38]([CH3:40])=[CH:37][CH2:36][C:16]1[C:15]2[O:14][C:13]([C:41]3[CH:46]=[CH:45][C:44]([O:47][CH3:48])=[CH:43][CH:42]=3)=[C:12]([OH:11])[C:21](=[O:22])[C:20]=2[C:19]([OH:23])=[CH:18][C:17]=1[OH:24].[CH3:39][C:38]([CH3:40])=[CH:37][CH2:36][C:16]1[C:15]2[O:14][C:13]([C:41]3[CH:42]=[CH:43][C:44]([O:47][CH3:48])=[CH:45][CH:46]=3)=[C:12]([OH:11])[C:21](=[O:22])[C:20]=2[C:19]([OH:23])=[CH:18][C:17]=1[O:24][C@@H:25]1[O:30][C@H:29]([CH2:31][OH:32])[C@@H:28]([OH:33])[C@H:27]([OH:34])[C@H:26]1[OH:35].[CH3:4][C@H:5]1[O:10][C@@H:9]([O:11][C:12]2[C:21](=[O:22])[C:20]3[C:19]([OH:23])=[CH:18][C:17]([OH:24])=[C:16]([CH2:36][CH:37]=[C:38]([CH3:40])[CH3:39])[C:15]=3[O:14][C:13]=2[C:41]2[CH:42]=[CH:43][C:44]([O:47][CH3:48])=[CH:45][CH:46]=2)[C@@H:8]([OH:49])[C@@H:7]([OH:50])[C@@H:6]1[OH:51]. (2) Given the reactants C([Li])CCC.Br[C:7]1[CH:12]=[CH:11][C:10]([CH:13]([O:17][CH2:18][CH3:19])[O:14][CH2:15][CH3:16])=[CH:9][N:8]=1.CN([CH:23]=[O:24])C.[Cl-].[NH4+], predict the reaction product. The product is: [CH2:15]([O:14][CH:13]([O:17][CH2:18][CH3:19])[C:10]1[CH:11]=[CH:12][C:7]([CH:23]=[O:24])=[N:8][CH:9]=1)[CH3:16]. (3) Given the reactants [S-2:1].[Na+].[Na+].[O-]CC.[Na+].[C:8]1([C:14]#[C:15][C:16](=[O:30])[C:17]#[C:18][C:19]2[N:23]([C:24]3[CH:29]=[CH:28][CH:27]=[CH:26][CH:25]=3)[N:22]=[CH:21][CH:20]=2)[CH:13]=[CH:12][CH:11]=[CH:10][CH:9]=1, predict the reaction product. The product is: [C:8]1([C:14]2[S:1][C:18]([C:19]3[N:23]([C:24]4[CH:25]=[CH:26][CH:27]=[CH:28][CH:29]=4)[N:22]=[CH:21][CH:20]=3)=[CH:17][C:16](=[O:30])[CH:15]=2)[CH:13]=[CH:12][CH:11]=[CH:10][CH:9]=1. (4) Given the reactants [C:1]([O:5][C:6](=[O:32])[N:7]([CH2:24][CH2:25][C:26]1[CH:31]=[CH:30][CH:29]=[CH:28][N:27]=1)[CH2:8][C:9]1[CH:14]=[CH:13][CH:12]=[C:11]([CH2:15][CH2:16][O:17]C2CCCCO2)[CH:10]=1)([CH3:4])([CH3:3])[CH3:2].C(O)(=O)C.O.CC(OCC1C2C(=CC=CC=2)C(COC(C)=O)=C2C=1C=CC=C2)=O, predict the reaction product. The product is: [C:1]([O:5][C:6](=[O:32])[N:7]([CH2:8][C:9]1[CH:14]=[CH:13][CH:12]=[C:11]([CH2:15][CH2:16][OH:17])[CH:10]=1)[CH2:24][CH2:25][C:26]1[CH:31]=[CH:30][CH:29]=[CH:28][N:27]=1)([CH3:2])([CH3:4])[CH3:3]. (5) Given the reactants [C:1]([C:5]1[CH:23]=[C:22]([O:24][SiH:25]([CH3:27])[CH3:26])[C:8]2[N:9]=[C:10]([C:12]3[S:13][C:14]([CH3:21])([CH3:20])[CH:15]([C:17](Cl)=[O:18])[N:16]=3)[S:11][C:7]=2[CH:6]=1)([CH3:4])([CH3:3])[CH3:2].N1C=CC=CC=1.[C:34]1([NH:40][NH2:41])[CH:39]=[CH:38][CH:37]=[CH:36][CH:35]=1, predict the reaction product. The product is: [C:34]1([NH:40][NH:41][C:17]([CH:15]2[C:14]([CH3:21])([CH3:20])[S:13][C:12]([C:10]3[S:11][C:7]4[CH:6]=[C:5]([C:1]([CH3:4])([CH3:3])[CH3:2])[CH:23]=[C:22]([O:24][SiH:25]([CH3:27])[CH3:26])[C:8]=4[N:9]=3)=[N:16]2)=[O:18])[CH:39]=[CH:38][CH:37]=[CH:36][CH:35]=1. (6) Given the reactants [CH2:1]=O.[CH3:3][C:4]1[C:8]([C:9]2[CH:10]=[C:11]([CH:13]=[CH:14][C:15]=2[O:16][CH3:17])[NH2:12])=[C:7]([CH3:18])[O:6][N:5]=1.[O-]S([O-])(=O)=O.[Mg+2].[O:25]=[C:26]1[N:30]([C@@H:31]([C:33]2[CH:40]=[CH:39][C:36]([C:37]#[N:38])=[CH:35][CH:34]=2)[CH3:32])[CH:29]=[CH:28][O:27]1, predict the reaction product. The product is: [CH3:3][C:4]1[C:8]([C:9]2[C:15]([O:16][CH3:17])=[CH:14][C:13]3[CH:29]4[N:30]([C@@H:31]([C:33]5[CH:40]=[CH:39][C:36]([C:37]#[N:38])=[CH:35][CH:34]=5)[CH3:32])[C:26](=[O:25])[O:27][CH:28]4[CH2:1][NH:12][C:11]=3[CH:10]=2)=[C:7]([CH3:18])[O:6][N:5]=1. (7) Given the reactants [F:1][C:2]([F:17])([F:16])[CH2:3][C:4]([NH:6][C:7]1[CH:8]=[C:9]([CH:12]=[CH:13][C:14]=1[CH3:15])[CH2:10][OH:11])=[O:5], predict the reaction product. The product is: [F:1][C:2]([F:16])([F:17])[CH2:3][C:4]([NH:6][C:7]1[CH:8]=[C:9]([CH:12]=[CH:13][C:14]=1[CH3:15])[CH:10]=[O:11])=[O:5].